Dataset: Catalyst prediction with 721,799 reactions and 888 catalyst types from USPTO. Task: Predict which catalyst facilitates the given reaction. (1) Reactant: [NH2:1][C@@H:2]1[C:11]2[C:6](=[CH:7][CH:8]=[CH:9][CH:10]=2)[C@H:5]([OH:12])[CH2:4][CH2:3]1.[H-].[Na+].[C:15]([C:17]1[CH:22]=[CH:21][C:20](F)=[CH:19][N:18]=1)#[N:16]. Product: [NH2:1][C@@H:2]1[C:11]2[C:6](=[CH:7][CH:8]=[CH:9][CH:10]=2)[C@H:5]([O:12][C:20]2[CH:21]=[CH:22][C:17]([C:15]#[N:16])=[N:18][CH:19]=2)[CH2:4][CH2:3]1. The catalyst class is: 3. (2) Reactant: [CH3:1][Si:2]([CH3:17])([CH3:16])[CH2:3][CH2:4][O:5][CH2:6][O:7][CH2:8][C:9]1[N:10]=[C:11]([C:14]#[N:15])[S:12][CH:13]=1.[NH2:18][OH:19].Cl.C([O-])([O-])=O.[Na+].[Na+]. Product: [OH:19][N:18]=[C:14]([C:11]1[S:12][CH:13]=[C:9]([CH2:8][O:7][CH2:6][O:5][CH2:4][CH2:3][Si:2]([CH3:17])([CH3:16])[CH3:1])[N:10]=1)[NH2:15]. The catalyst class is: 88. (3) Reactant: [CH2:1]([O:8][CH2:9][C:10]1[CH2:11][CH:12]([OH:15])[CH2:13][CH:14]=1)[C:2]1[CH:7]=[CH:6][CH:5]=[CH:4][CH:3]=1.N1C=CN=C1.[C:21]([Si:25]([CH3:28])([CH3:27])Cl)([CH3:24])([CH3:23])[CH3:22]. Product: [CH2:1]([O:8][CH2:9][C:10]1[CH2:11][CH:12]([O:15][Si:25]([C:21]([CH3:24])([CH3:23])[CH3:22])([CH3:28])[CH3:27])[CH2:13][CH:14]=1)[C:2]1[CH:7]=[CH:6][CH:5]=[CH:4][CH:3]=1. The catalyst class is: 9. (4) Reactant: Cl.[NH2:2][CH2:3][CH2:4][N:5]([CH2:18][CH2:19][C:20]1[CH:25]=[CH:24][C:23]([Cl:26])=[CH:22][CH:21]=1)[CH:6]1[CH2:11][CH2:10][N:9]([C:12]([O:14][CH2:15][CH:16]=[CH2:17])=[O:13])[CH2:8][CH2:7]1.CCN(C(C)C)C(C)C.[C:36](Cl)(=[O:43])[C:37]1[CH:42]=[CH:41][CH:40]=[CH:39][CH:38]=1. Product: [C:36]([NH:2][CH2:3][CH2:4][N:5]([CH2:18][CH2:19][C:20]1[CH:25]=[CH:24][C:23]([Cl:26])=[CH:22][CH:21]=1)[CH:6]1[CH2:7][CH2:8][N:9]([C:12]([O:14][CH2:15][CH:16]=[CH2:17])=[O:13])[CH2:10][CH2:11]1)(=[O:43])[C:37]1[CH:42]=[CH:41][CH:40]=[CH:39][CH:38]=1. The catalyst class is: 4. (5) Reactant: [Li]CCCC.Br[C:7]1[C:15]2[O:14][CH2:13][O:12][C:11]=2[CH:10]=[CH:9][CH:8]=1.[B:16](OC(C)C)([O:21]C(C)C)[O:17]C(C)C.Cl.[OH-].[Na+]. Product: [O:12]1[C:11]2[CH:10]=[CH:9][CH:8]=[C:7]([B:16]([OH:21])[OH:17])[C:15]=2[O:14][CH2:13]1. The catalyst class is: 7.